From a dataset of Forward reaction prediction with 1.9M reactions from USPTO patents (1976-2016). Predict the product of the given reaction. (1) Given the reactants Cl[C:2]1[C:3]2[C:10]([C:11]3[CH:16]=[CH:15][CH:14]=[CH:13][CH:12]=3)=[CH:9][S:8][C:4]=2[N:5]=[CH:6][N:7]=1.[CH2:17]1[CH:24]2[NH:25][CH:19]([CH2:20][C:21]([CH2:23]2)=[O:22])[CH2:18]1.Cl.C(N(CC)CC)C.C(O)C, predict the reaction product. The product is: [C:11]1([C:10]2[C:3]3[C:2]([N:25]4[CH:19]5[CH2:18][CH2:17][CH:24]4[CH2:23][C:21](=[O:22])[CH2:20]5)=[N:7][CH:6]=[N:5][C:4]=3[S:8][CH:9]=2)[CH:16]=[CH:15][CH:14]=[CH:13][CH:12]=1. (2) Given the reactants C(N[CH:5]1[CH2:10][CH2:9][N:8]([C:11]([O:13][CH2:14][CH3:15])=[O:12])[CH2:7][CH2:6]1)(=O)C.[C:16](#[N:18])C.S(Cl)(Cl)=O.CC(O)C, predict the reaction product. The product is: [C:16]([CH:5]1[CH2:6][CH2:7][N:8]([C:11]([O:13][CH2:14][CH3:15])=[O:12])[CH2:9][CH2:10]1)#[N:18].